From a dataset of Forward reaction prediction with 1.9M reactions from USPTO patents (1976-2016). Predict the product of the given reaction. (1) Given the reactants C(O[C:4]([C:6]1[CH:10]=[C:9]([C:11]2[CH:16]=[CH:15][N:14]=[C:13]([Cl:17])[CH:12]=2)[NH:8][C:7]=1[NH2:18])=[O:5])C.Cl.[CH:20](N)=[NH:21].C([O-])(O)=O.[Na+], predict the reaction product. The product is: [Cl:17][C:13]1[CH:12]=[C:11]([C:9]2[NH:8][C:7]3[N:18]=[CH:20][NH:21][C:4](=[O:5])[C:6]=3[CH:10]=2)[CH:16]=[CH:15][N:14]=1. (2) Given the reactants C(Cl)(Cl)Cl.[CH2:5]([O:12][C@@H:13]1[C@@H:18]([O:19][CH2:20][C:21]2[CH:26]=[CH:25][CH:24]=[CH:23][CH:22]=2)[C@H:17]([O:27][CH2:28][C:29]2[CH:34]=[CH:33][CH:32]=[CH:31][CH:30]=2)[C@@H:16]([CH2:35][O:36][CH2:37][C:38]2[CH:43]=[CH:42][CH:41]=[CH:40][CH:39]=2)[O:15][C@H:14]1[C:44]1[CH:49]=[C:48]([CH2:50][C:51]2[CH:56]=[CH:55][C:54]([CH2:57][CH2:58][NH:59]C(C3C=CC=CC=3)(C3C=CC=CC=3)C3C=CC=CC=3)=[CH:53][CH:52]=2)[C:47]([CH3:79])=[CH:46][C:45]=1[O:80][CH2:81][C:82]1[CH:87]=[CH:86][CH:85]=[CH:84][CH:83]=1)[C:6]1[CH:11]=[CH:10][CH:9]=[CH:8][CH:7]=1.FC(F)(F)C([O-])=O, predict the reaction product. The product is: [CH2:5]([O:12][C@@H:13]1[C@@H:18]([O:19][CH2:20][C:21]2[CH:22]=[CH:23][CH:24]=[CH:25][CH:26]=2)[C@H:17]([O:27][CH2:28][C:29]2[CH:34]=[CH:33][CH:32]=[CH:31][CH:30]=2)[C@@H:16]([CH2:35][O:36][CH2:37][C:38]2[CH:43]=[CH:42][CH:41]=[CH:40][CH:39]=2)[O:15][C@H:14]1[C:44]1[CH:49]=[C:48]([CH2:50][C:51]2[CH:52]=[CH:53][C:54]([CH2:57][CH2:58][NH2:59])=[CH:55][CH:56]=2)[C:47]([CH3:79])=[CH:46][C:45]=1[O:80][CH2:81][C:82]1[CH:83]=[CH:84][CH:85]=[CH:86][CH:87]=1)[C:6]1[CH:11]=[CH:10][CH:9]=[CH:8][CH:7]=1. (3) Given the reactants [Li]CCCC.[CH3:6][N:7]1[CH:11]=[CH:10][N:9]=[CH:8]1.Cl[Si](CC)(CC)CC.[Cl:20][C:21]1[CH:51]=[CH:50][C:24]([C:25]([C:27]2[CH:28]=[C:29]3[C:34](=[CH:35][CH:36]=2)[N:33]([CH3:37])[C:32](=[O:38])[CH:31]=[C:30]3[C:39]2[S:40][CH:41]=[C:42]([C:44]3[CH:49]=[CH:48][CH:47]=[CH:46][CH:45]=3)[N:43]=2)=[O:26])=[CH:23][CH:22]=1, predict the reaction product. The product is: [Cl:20][C:21]1[CH:51]=[CH:50][C:24]([C:25]([OH:26])([C:11]2[N:7]([CH3:6])[CH:8]=[N:9][CH:10]=2)[C:27]2[CH:28]=[C:29]3[C:34](=[CH:35][CH:36]=2)[N:33]([CH3:37])[C:32](=[O:38])[CH:31]=[C:30]3[C:39]2[S:40][CH:41]=[C:42]([C:44]3[CH:45]=[CH:46][CH:47]=[CH:48][CH:49]=3)[N:43]=2)=[CH:23][CH:22]=1. (4) Given the reactants Cl.[F:2][C:3]([F:13])([F:12])[C:4]1[S:8][C:7]([C:9](=[NH:11])[NH2:10])=[N:6][CH:5]=1.[Br:14][C:15]1[CH:22]=[C:21]([F:23])[CH:20]=[CH:19][C:16]=1[CH:17]=O.O=[C:25]([CH3:32])[CH2:26][C:27]([O:29][CH2:30][CH3:31])=[O:28], predict the reaction product. The product is: [Br:14][C:15]1[CH:22]=[C:21]([F:23])[CH:20]=[CH:19][C:16]=1[CH:17]1[C:26]([C:27]([O:29][CH2:30][CH3:31])=[O:28])=[C:25]([CH3:32])[NH:10][C:9]([C:7]2[S:8][C:4]([C:3]([F:2])([F:12])[F:13])=[CH:5][N:6]=2)=[N:11]1. (5) Given the reactants [NH2:1][C:2]1[CH:7]=[CH:6][C:5]([C:8]2[C:16]3[C:15]([NH2:17])=[N:14][CH:13]=[N:12][C:11]=3[S:10][C:9]=2[CH2:18][CH3:19])=[CH:4][CH:3]=1.[CH2:20]([O:22][C:23]1[C:24](=O)[C:25](=[O:30])[C:26]=1[O:27]CC)[CH3:21], predict the reaction product. The product is: [NH2:17][C:15]1[C:16]2[C:8]([C:5]3[CH:4]=[CH:3][C:2]([NH:1][C:24]4[C:25](=[O:30])[C:26](=[O:27])[C:23]=4[O:22][CH2:20][CH3:21])=[CH:7][CH:6]=3)=[C:9]([CH2:18][CH3:19])[S:10][C:11]=2[N:12]=[CH:13][N:14]=1.